Dataset: Full USPTO retrosynthesis dataset with 1.9M reactions from patents (1976-2016). Task: Predict the reactants needed to synthesize the given product. (1) Given the product [N:21]1[CH:26]=[CH:25][CH:24]=[C:23]([CH2:27][CH:28]2[CH:33]([OH:34])[CH:32]3[CH2:31][CH2:30][N:29]2[CH2:36][CH2:35]3)[CH:22]=1, predict the reactants needed to synthesize it. The reactants are: N1C=CC=C(C=O)C=1.Cl.N12CCC(CC1)C(=O)C2.[OH-].[K+].[N:21]1[CH:26]=[CH:25][CH:24]=[C:23]([CH:27]=[C:28]2[C:33](=[O:34])[CH:32]3[CH2:35][CH2:36][N:29]2[CH2:30][CH2:31]3)[CH:22]=1. (2) Given the product [C:1]([O:5][C:6](=[O:59])[NH:7][CH:8]([CH2:50][C:51]1[CH:56]=[CH:55][C:54]([Cl:57])=[CH:53][C:52]=1[Cl:58])[C:9]([N:11]1[CH2:16][CH2:15][N:14]([CH2:17][CH2:18][C:19]2[CH:28]=[CH:27][C:26]3[C:21](=[CH:22][CH:23]=[CH:24][CH:25]=3)[CH:20]=2)[CH2:13][CH:12]1[CH2:29][CH2:30][CH2:31][NH:32][C:33]([NH2:42])=[NH:34])=[O:10])([CH3:4])([CH3:2])[CH3:3], predict the reactants needed to synthesize it. The reactants are: [C:1]([O:5][C:6](=[O:59])[NH:7][CH:8]([CH2:50][C:51]1[CH:56]=[CH:55][C:54]([Cl:57])=[CH:53][C:52]=1[Cl:58])[C:9]([N:11]1[CH2:16][CH2:15][N:14]([CH2:17][CH2:18][C:19]2[CH:28]=[CH:27][C:26]3[C:21](=[CH:22][CH:23]=[CH:24][CH:25]=3)[CH:20]=2)[CH2:13][CH:12]1[CH2:29][CH2:30][CH2:31][NH:32][C:33]([NH:42]C(OC(C)(C)C)=O)=[N:34]C(OC(C)(C)C)=O)=[O:10])([CH3:4])([CH3:3])[CH3:2].C(O)(C(F)(F)F)=O. (3) Given the product [O:61]=[S:2]1(=[O:1])[CH2:7][CH2:6][N:5]([CH2:8][CH2:9][CH2:10][NH:11][CH2:12][C@:13]23[CH2:57][CH2:56][C@@H:55]([C:58]([CH3:60])=[CH2:59])[C@@H:14]2[C@@H:15]2[C@@:28]([CH3:31])([CH2:29][CH2:30]3)[C@@:27]3([CH3:32])[C@@H:18]([C@:19]4([CH3:54])[C@@H:24]([CH2:25][CH2:26]3)[C:23]([CH3:34])([CH3:33])[C:22]([C:35]3[CH2:53][C:37]5([CH2:38][C:39]([C:41]([OH:43])=[O:42])([C:47]([OH:49])=[O:48])[CH2:40]5)[CH:36]=3)=[CH:21][CH2:20]4)[CH2:17][CH2:16]2)[CH2:4][CH2:3]1, predict the reactants needed to synthesize it. The reactants are: [O:1]=[S:2]1(=[O:61])[CH2:7][CH2:6][N:5]([CH2:8][CH2:9][CH2:10][NH:11][CH2:12][C@:13]23[CH2:57][CH2:56][C@@H:55]([C:58]([CH3:60])=[CH2:59])[C@@H:14]2[C@@H:15]2[C@@:28]([CH3:31])([CH2:29][CH2:30]3)[C@@:27]3([CH3:32])[C@@H:18]([C@:19]4([CH3:54])[C@@H:24]([CH2:25][CH2:26]3)[C:23]([CH3:34])([CH3:33])[C:22]([C:35]3[CH2:53][C:37]5([CH2:40][C:39]([C:47]([O:49]C(C)C)=[O:48])([C:41]([O:43]C(C)C)=[O:42])[CH2:38]5)[CH:36]=3)=[CH:21][CH2:20]4)[CH2:17][CH2:16]2)[CH2:4][CH2:3]1.[OH-].[Na+]. (4) The reactants are: ClC1C(C)=NOC=1[NH:7][S:8]([C:11]1[CH:15]=[CH:14][S:13][C:12]=1C(NC1C=C2OCOC2=CC=1C(=O)C)=O)(=[O:10])=[O:9].COC(=O)C1C=C(OC)C(OC)=CC=1N. Given the product [S:13]1[CH:14]=[CH:15][C:11]([S:8]([NH2:7])(=[O:10])=[O:9])=[CH:12]1, predict the reactants needed to synthesize it. (5) Given the product [Br:1][C:2]1[CH:3]=[CH:4][C:5]2[N:6]([C:17]([NH2:13])=[C:16]([CH2:21][CH3:20])[N:8]=2)[N:7]=1, predict the reactants needed to synthesize it. The reactants are: [Br:1][C:2]1[N:7]=[N:6][C:5]([NH2:8])=[CH:4][CH:3]=1.C(=O)CC.[NH:13]1[C:17]2C=C[CH:20]=[CH:21][C:16]=2N=N1.[C-]#N.[K+].C(Cl)(=O)C. (6) Given the product [F:24][C:22]1[CH:21]=[CH:20][C:19]([CH2:25][C:26]2[CH:27]=[CH:28][C:29]([O:32][CH3:33])=[CH:30][CH:31]=2)=[C:18]2[C:23]=1[C@H:15]([O:14][C:12]1[CH:11]=[CH:10][C:9]3[C@H:5]([CH2:4][C:3]([OH:34])=[O:2])[CH2:6][O:7][C:8]=3[CH:13]=1)[CH2:16][CH2:17]2, predict the reactants needed to synthesize it. The reactants are: C[O:2][C:3](=[O:34])[CH2:4][C@H:5]1[C:9]2[CH:10]=[CH:11][C:12]([O:14][C@H:15]3[C:23]4[C:18](=[C:19]([CH2:25][C:26]5[CH:31]=[CH:30][C:29]([O:32][CH3:33])=[CH:28][CH:27]=5)[CH:20]=[CH:21][C:22]=4[F:24])[CH2:17][CH2:16]3)=[CH:13][C:8]=2[O:7][CH2:6]1.[OH-].[Na+].Cl.CC#N.O. (7) Given the product [CH3:20][O:19][C:14]1[CH:15]=[CH:16][CH:17]=[CH:18][C:13]=1[O:12][C:7]1[C:8]([OH:9])=[N:24][CH:23]=[N:25][C:6]=1[OH:5], predict the reactants needed to synthesize it. The reactants are: C[O-].[Na+].C[O:5][C:6](=O)[CH:7]([O:12][C:13]1[CH:18]=[CH:17][CH:16]=[CH:15][C:14]=1[O:19][CH3:20])[C:8](OC)=[O:9].Cl.[CH:23]([NH2:25])=[NH:24].